This data is from Catalyst prediction with 721,799 reactions and 888 catalyst types from USPTO. The task is: Predict which catalyst facilitates the given reaction. (1) Reactant: [Cl:1][C:2]1[CH:3]=[C:4]2[C:8](=[CH:9][CH:10]=1)[NH:7][C:6]([C:11]([OH:13])=O)=[CH:5]2.[NH2:14][C@@H:15]1[CH2:23][C:22]2[C:17](=[CH:18][CH:19]=[CH:20][CH:21]=2)[C@@H:16]1[CH2:24][NH:25][C:26](=[O:32])[O:27][C:28]([CH3:31])([CH3:30])[CH3:29].CCN(C(C)C)C(C)C.C1C=CC2N(O)N=NC=2C=1.CCN=C=NCCCN(C)C. Product: [Cl:1][C:2]1[CH:3]=[C:4]2[C:8](=[CH:9][CH:10]=1)[NH:7][C:6]([C:11]([NH:14][C@@H:15]1[CH2:23][C:22]3[C:17](=[CH:18][CH:19]=[CH:20][CH:21]=3)[C@@H:16]1[CH2:24][NH:25][C:26](=[O:32])[O:27][C:28]([CH3:30])([CH3:29])[CH3:31])=[O:13])=[CH:5]2. The catalyst class is: 2. (2) Reactant: [F:1][C:2]1[CH:3]=[C:4]2[C:8](=[CH:9][CH:10]=1)[NH:7][C:6](=[O:11])/[C:5]/2=[CH:12]\[C:13]1[NH:17][C:16]([CH3:18])=[C:15]([C:19](O)=[O:20])[C:14]=1[CH3:22].Cl.C(N=C=NCCCN(C)C)C.OC1C2N=NNC=2C=CC=1.C(N(CC)CC)C.[NH2:52][C:53]1[CH:58]=[CH:57][CH:56]=[CH:55][C:54]=1[NH:59][C:60](=[O:73])[C:61]1[CH:66]=[CH:65][C:64]([NH:67][CH2:68][CH2:69][CH2:70][CH2:71][NH2:72])=[N:63][CH:62]=1. Product: [NH2:52][C:53]1[CH:58]=[CH:57][CH:56]=[CH:55][C:54]=1[NH:59][C:60](=[O:73])[C:61]1[CH:66]=[CH:65][C:64]([NH:67][CH2:68][CH2:69][CH2:70][CH2:71][NH:72][C:19]([C:15]2[C:14]([CH3:22])=[C:13](/[CH:12]=[C:5]3\[C:6](=[O:11])[NH:7][C:8]4[C:4]\3=[CH:3][C:2]([F:1])=[CH:10][CH:9]=4)[NH:17][C:16]=2[CH3:18])=[O:20])=[N:63][CH:62]=1. The catalyst class is: 650. (3) Reactant: Cl[C:2]1[C:11]2[C:6](=[CH:7][C:8]([O:16][CH2:17][CH3:18])=[C:9]([NH:12][C:13](=[O:15])[CH3:14])[CH:10]=2)[N:5]=[CH:4][C:3]=1[C:19]#[N:20].[CH2:21]([O:28][C:29]1[CH:34]=[CH:33][C:32]([NH2:35])=[CH:31][C:30]=1[Cl:36])[C:22]1[CH:27]=[CH:26][CH:25]=[CH:24][CH:23]=1.Cl.N1C=CC=CC=1. Product: [CH2:21]([O:28][C:29]1[CH:34]=[CH:33][C:32]([NH:35][C:2]2[C:11]3[C:6](=[CH:7][C:8]([O:16][CH2:17][CH3:18])=[C:9]([NH:12][C:13](=[O:15])[CH3:14])[CH:10]=3)[N:5]=[CH:4][C:3]=2[C:19]#[N:20])=[CH:31][C:30]=1[Cl:36])[C:22]1[CH:23]=[CH:24][CH:25]=[CH:26][CH:27]=1. The catalyst class is: 32. (4) Reactant: [N+:1]([C:4]1[CH:12]=[CH:11][C:10](Cl)=[CH:9][C:5]=1[C:6]([OH:8])=[O:7])([O-:3])=[O:2].[NH:14]1[CH2:19][CH2:18][O:17][CH2:16][CH2:15]1. Product: [N+:1]([C:4]1[CH:12]=[CH:11][C:10]([N:14]2[CH2:19][CH2:18][O:17][CH2:16][CH2:15]2)=[CH:9][C:5]=1[C:6]([OH:8])=[O:7])([O-:3])=[O:2]. The catalyst class is: 13. (5) Reactant: [CH3:1][C:2](=[CH:4][CH2:5][CH2:6][CH:7]([CH2:9][CH2:10]O)[CH3:8])[CH3:3].C1(P(C2C=CC=CC=2)C2C=CC=CC=2)C=CC=CC=1.N1C=CN=C1.[I:36]I. Product: [I:36][CH2:10][CH2:9][CH:7]([CH3:8])[CH2:6][CH2:5][CH:4]=[C:2]([CH3:3])[CH3:1]. The catalyst class is: 1. (6) The catalyst class is: 177. Reactant: [Cl:1][C:2]1[CH:3]=[CH:4][C:5]2[N:6]([C:8]([CH2:11][OH:12])=[CH:9][N:10]=2)[N:7]=1. Product: [Cl:1][C:2]1[CH:3]=[CH:4][C:5]2[N:6]([C:8]([CH:11]=[O:12])=[CH:9][N:10]=2)[N:7]=1.